Dataset: Reaction yield outcomes from USPTO patents with 853,638 reactions. Task: Predict the reaction yield, written as a fraction of the theoretical maximum amount of product (1.0 means a 100% yield; for example, 0.34 means a 34% yield). (1) The catalyst is C(Cl)Cl.C1COCC1.C(Cl)Cl. The reactants are [C:1]([O:5][C:6]([NH:8][C@@H:9]([CH2:13][CH:14]1[CH2:18][CH2:17][CH2:16][CH2:15]1)[C:10]([OH:12])=O)=[O:7])([CH3:4])([CH3:3])[CH3:2].ClC(OCC)=O.CN1CCOCC1.Cl.[CH3:33][NH:34][O:35][CH3:36]. The yield is 0.930. The product is [CH:14]1([CH2:13][C@H:9]([NH:8][C:6](=[O:7])[O:5][C:1]([CH3:2])([CH3:3])[CH3:4])[C:10]([N:34]([O:35][CH3:36])[CH3:33])=[O:12])[CH2:18][CH2:17][CH2:16][CH2:15]1. (2) The reactants are [C:1]([O:9][CH2:10][C@H:11]1[CH2:15][CH2:14][CH:13]([C:16]#N)[NH:12]1)(=[O:8])[C:2]1[CH:7]=[CH:6][CH:5]=[CH:4][CH:3]=1.[ClH:18].[O:19]1CCO[CH2:21][CH2:20]1.C([OH:27])C. No catalyst specified. The product is [ClH:18].[C:1]([O:9][CH2:10][C@@H:11]1[NH:12][CH:13]([C:16]([O:19][CH2:20][CH3:21])=[O:27])[CH2:14][CH2:15]1)(=[O:8])[C:2]1[CH:7]=[CH:6][CH:5]=[CH:4][CH:3]=1. The yield is 0.190. (3) The reactants are [OH:1][NH2:2].C([O:5][C:6](=O)[CH2:7][CH2:8][CH2:9][CH2:10][CH2:11][CH2:12][N:13]([C:20]1[CH:25]=[C:24]([O:26][CH:27]([CH3:29])[CH3:28])[CH:23]=[CH:22][N:21]=1)[C:14]1[CH:19]=[CH:18][CH:17]=[CH:16][N:15]=1)C. The catalyst is CN(C=O)C.CO. The product is [OH:1][NH:2][C:6](=[O:5])[CH2:7][CH2:8][CH2:9][CH2:10][CH2:11][CH2:12][N:13]([C:20]1[CH:25]=[C:24]([O:26][CH:27]([CH3:29])[CH3:28])[CH:23]=[CH:22][N:21]=1)[C:14]1[CH:19]=[CH:18][CH:17]=[CH:16][N:15]=1. The yield is 0.650. (4) The reactants are [C:1]([Si:5]([O:8][C:9]1[CH:14]=[C:13]([N+:15]([O-])=O)[CH:12]=[CH:11][C:10]=1[O:18][CH3:19])([CH3:7])[CH3:6])([CH3:4])([CH3:3])[CH3:2].[H][H]. The catalyst is C(OCC)(=O)C.[Pd]. The product is [Si:5]([O:8][C:9]1[CH:14]=[C:13]([NH2:15])[CH:12]=[CH:11][C:10]=1[O:18][CH3:19])([C:1]([CH3:4])([CH3:3])[CH3:2])([CH3:7])[CH3:6]. The yield is 0.740. (5) The reactants are N1C=CN=C1.[OH:6][CH2:7][C@@H:8]([NH:15][C:16](=[O:25])[O:17][CH2:18][C:19]1[CH:24]=[CH:23][CH:22]=[CH:21][CH:20]=1)[C:9]([N:11]([O:13][CH3:14])[CH3:12])=[O:10].[Si:26](Cl)([C:29]([CH3:32])([CH3:31])[CH3:30])([CH3:28])[CH3:27]. The catalyst is CN(C=O)C. The product is [CH3:12][N:11]([C:9](=[O:10])[C@H:8]([NH:15][C:16](=[O:25])[O:17][CH2:18][C:19]1[CH:20]=[CH:21][CH:22]=[CH:23][CH:24]=1)[CH2:7][O:6][Si:26]([CH3:28])([CH3:27])[C:29]([CH3:32])([CH3:31])[CH3:30])[O:13][CH3:14]. The yield is 0.740. (6) The reactants are [O:1]=[C:2]1[C:10]2[C:5](=[CH:6][CH:7]=[CH:8][CH:9]=2)[C:4](=[O:11])[N:3]1[CH2:12][CH:13]=O.Cl.[C:16]([O:20][C:21](=[O:28])[C@H:22]([C:24]([CH3:27])([CH3:26])[CH3:25])[NH2:23])([CH3:19])([CH3:18])[CH3:17].C([BH3-])#N.[Na+].C(O)(=O)C. The catalyst is CO.C(Cl)(Cl)Cl.C(OCC)(=O)C. The product is [O:11]=[C:4]1[C:5]2[C:10](=[CH:9][CH:8]=[CH:7][CH:6]=2)[C:2](=[O:1])[N:3]1[CH2:12][CH2:13][NH:23][C@@H:22]([C:24]([CH3:27])([CH3:26])[CH3:25])[C:21]([O:20][C:16]([CH3:18])([CH3:17])[CH3:19])=[O:28]. The yield is 0.590. (7) The reactants are [CH3:1][C:2]1[N:3]=[C:4]([NH:10][C:11]([C:13]2[CH:18]=[CH:17][N:16]=[CH:15][CH:14]=2)=[O:12])[S:5][C:6]=1[C:7]([OH:9])=O.CN1CCOCC1.ClC1N=C(OC)N=C(OC)N=1.[CH2:37]([NH2:44])[C:38]1[CH:43]=[CH:42][CH:41]=[CH:40][CH:39]=1. The catalyst is O1CCCC1. The product is [CH2:37]([NH:44][C:7]([C:6]1[S:5][C:4]([NH:10][C:11](=[O:12])[C:13]2[CH:18]=[CH:17][N:16]=[CH:15][CH:14]=2)=[N:3][C:2]=1[CH3:1])=[O:9])[C:38]1[CH:43]=[CH:42][CH:41]=[CH:40][CH:39]=1. The yield is 0.450.